This data is from Forward reaction prediction with 1.9M reactions from USPTO patents (1976-2016). The task is: Predict the product of the given reaction. (1) Given the reactants [C:1]1([CH3:20])[CH:6]=[CH:5][C:4]([S:7]([N:10]2[C:14]3=[N:15][CH:16]=[CH:17][CH:18]=[C:13]3[CH2:12][C:11]2=[O:19])(=[O:9])=[O:8])=[CH:3][CH:2]=1.C(N(C(C)C)CC)(C)C.[F:30][C:31]([F:44])([F:43])[S:32](O[S:32]([C:31]([F:44])([F:43])[F:30])(=[O:34])=[O:33])(=[O:34])=[O:33].C(=O)(O)[O-].[Na+], predict the reaction product. The product is: [C:1]1([CH3:20])[CH:2]=[CH:3][C:4]([S:7]([N:10]2[C:14]3=[N:15][CH:16]=[CH:17][CH:18]=[C:13]3[CH:12]=[C:11]2[O:19][S:32]([C:31]([F:44])([F:43])[F:30])(=[O:34])=[O:33])(=[O:9])=[O:8])=[CH:5][CH:6]=1. (2) Given the reactants [C:1]([O:5][C:6]([N:8]1[CH2:13][CH2:12][N:11]([C:14]2[CH:19]=[CH:18][C:17]([NH:20][C:21]3[C:30]4[C:25](=[CH:26][CH:27]=[C:28]([Cl:31])[N:29]=4)[N:24]=[CH:23][C:22]=3[C:32](OC)=[O:33])=[CH:16][C:15]=2[C:36]([F:39])([F:38])[F:37])[CH2:10][CH2:9]1)=[O:7])([CH3:4])([CH3:3])[CH3:2].[BH4-].[Na+], predict the reaction product. The product is: [Cl:31][C:28]1[N:29]=[C:30]2[C:25](=[CH:26][CH:27]=1)[N:24]=[CH:23][C:22]([CH2:32][OH:33])=[C:21]2[NH:20][C:17]1[CH:18]=[CH:19][C:14]([N:11]2[CH2:10][CH2:9][N:8]([C:6]([O:5][C:1]([CH3:3])([CH3:4])[CH3:2])=[O:7])[CH2:13][CH2:12]2)=[C:15]([C:36]([F:39])([F:37])[F:38])[CH:16]=1. (3) Given the reactants CS(O[CH2:6][C:7]1[CH:8]=[C:9]2[C:14](=[CH:15][CH:16]=1)[N:13]=[CH:12][CH:11]=[CH:10]2)(=O)=O.[NH:17]1[CH:21]=[CH:20][N:19]=[CH:18]1.[Na], predict the reaction product. The product is: [N:17]1([CH2:6][C:7]2[CH:8]=[C:9]3[C:14](=[CH:15][CH:16]=2)[N:13]=[CH:12][CH:11]=[CH:10]3)[CH:21]=[CH:20][N:19]=[CH:18]1. (4) Given the reactants [Br:1][C:2]1[N:6]2[N:7]=[C:8](Cl)[CH:9]=[CH:10][C:5]2=[N:4][CH:3]=1.[CH3:12][O:13][C:14]1[CH:23]=[CH:22][CH:21]=[CH:20][C:15]=1[O:16][CH2:17][CH2:18][NH2:19].CO, predict the reaction product. The product is: [Br:1][C:2]1[N:6]2[N:7]=[C:8]([NH:19][CH2:18][CH2:17][O:16][C:15]3[CH:20]=[CH:21][CH:22]=[CH:23][C:14]=3[O:13][CH3:12])[CH:9]=[CH:10][C:5]2=[N:4][CH:3]=1. (5) Given the reactants [CH3:1][N:2]1[C:7]2[CH:8]=[CH:9][CH:10]=[C:11]([C:12]([OH:14])=O)[C:6]=2[O:5][CH2:4][C:3]1=[O:15].[Br:16][C:17]1[CH:22]=[CH:21][C:20]([CH2:23]Br)=[C:19]([Cl:25])[CH:18]=1, predict the reaction product. The product is: [Br:16][C:17]1[CH:22]=[CH:21][C:20]([CH2:23][C:12]([C:11]2[C:6]3[O:5][CH2:4][C:3](=[O:15])[N:2]([CH3:1])[C:7]=3[CH:8]=[CH:9][CH:10]=2)=[O:14])=[C:19]([Cl:25])[CH:18]=1. (6) Given the reactants [CH:1]([C@@H:3]1[CH2:8][CH2:7][C@H:6]([CH3:9])[CH2:5][N:4]1[C:10]([O:12][C:13]([CH3:16])([CH3:15])[CH3:14])=[O:11])=[CH2:2].[OH2:17].[OH-].[Na+].OO, predict the reaction product. The product is: [OH:17][CH2:2][CH2:1][C@@H:3]1[CH2:8][CH2:7][C@H:6]([CH3:9])[CH2:5][N:4]1[C:10]([O:12][C:13]([CH3:15])([CH3:14])[CH3:16])=[O:11]. (7) Given the reactants CS(O[CH2:6][CH2:7][O:8][CH2:9][CH2:10][O:11][CH2:12][CH2:13][O:14][CH2:15][CH2:16][O:17][CH2:18][CH2:19][O:20][CH3:21])(=O)=O.[N-:22]=[N+:23]=[N-:24].[Na+].[CH:26]1([NH:29][C:30]([NH:32][C:33]2[CH:38]=[CH:37][C:36]([O:39][C:40]3[CH:45]=[CH:44][N:43]=[C:42]4[CH:46]=[C:47]([C:49]#[CH:50])[S:48][C:41]=34)=[C:35]([F:51])[CH:34]=2)=[O:31])[CH2:28][CH2:27]1.O=C1O[C@H]([C@H](CO)O)C([O-])=C1O.[Na+], predict the reaction product. The product is: [CH3:21][O:20][CH2:19][CH2:18][O:17][CH2:16][CH2:15][O:14][CH2:13][CH2:12][O:11][CH2:10][CH2:9][O:8][CH2:7][CH2:6][N:22]1[CH:50]=[C:49]([C:47]2[S:48][C:41]3[C:42](=[N:43][CH:44]=[CH:45][C:40]=3[O:39][C:36]3[CH:37]=[CH:38][C:33]([NH:32][C:30]([NH:29][CH:26]4[CH2:28][CH2:27]4)=[O:31])=[CH:34][C:35]=3[F:51])[CH:46]=2)[N:24]=[N:23]1.